From a dataset of Forward reaction prediction with 1.9M reactions from USPTO patents (1976-2016). Predict the product of the given reaction. (1) Given the reactants [Cl:1][C:2]1[CH:3]=[C:4]([NH:8][C:9]2[N:14]=[C:13]([C:15]([F:18])([F:17])[F:16])[C:12]([C:19]([OH:21])=O)=[CH:11][N:10]=2)[CH:5]=[CH:6][CH:7]=1.C(N1CCOCC1)C.[CH2:30]([NH2:37])[C:31]1[CH:36]=[CH:35][CH:34]=[CH:33][CH:32]=1.O.ON1C2C=CC=CC=2N=N1.Cl.CN(C)CCCN=C=NCC, predict the reaction product. The product is: [CH2:30]([NH:37][C:19]([C:12]1[C:13]([C:15]([F:17])([F:18])[F:16])=[N:14][C:9]([NH:8][C:4]2[CH:5]=[CH:6][CH:7]=[C:2]([Cl:1])[CH:3]=2)=[N:10][CH:11]=1)=[O:21])[C:31]1[CH:36]=[CH:35][CH:34]=[CH:33][CH:32]=1. (2) Given the reactants [CH:1]1([C:4]2[CH:8]=[C:7]([NH2:9])[NH:6][N:5]=2)[CH2:3][CH2:2]1.[Br:10][C:11]1[N:16]=[C:15](Br)[C:14]([C:18]#[C:19][Si:20]([CH3:23])([CH3:22])[CH3:21])=[CH:13][N:12]=1, predict the reaction product. The product is: [Br:10][C:11]1[N:16]=[C:15]([NH:9][C:7]2[CH:8]=[C:4]([CH:1]3[CH2:3][CH2:2]3)[NH:5][N:6]=2)[C:14]([C:18]#[C:19][Si:20]([CH3:21])([CH3:23])[CH3:22])=[CH:13][N:12]=1. (3) Given the reactants [NH2:1][C:2]1[C:7]([NH2:8])=[C:6]([NH:9][C@@H:10]2[C@@H:15]3[CH2:16][C@@H:12]([CH:13]=[CH:14]3)[C@@H:11]2[C:17]([NH2:19])=[O:18])[C:5]([Br:20])=[CH:4][N:3]=1.[N:21]1[CH:26]=[C:25]([CH:27]=O)[CH:24]=[N:23][CH:22]=1, predict the reaction product. The product is: [Br:20][C:5]1[C:6]([NH:9][C@@H:10]2[C@@H:15]3[CH2:16][C@@H:12]([CH:13]=[CH:14]3)[C@@H:11]2[C:17]([NH2:19])=[O:18])=[C:7]2[N:8]=[C:27]([C:25]3[CH:26]=[N:21][CH:22]=[N:23][CH:24]=3)[NH:1][C:2]2=[N:3][CH:4]=1.